From a dataset of Catalyst prediction with 721,799 reactions and 888 catalyst types from USPTO. Predict which catalyst facilitates the given reaction. (1) The catalyst class is: 1. Reactant: Cl[C:2](=[N:19][OH:20])[C:3]1[CH:4]=[C:5]([CH:9]([NH:11][C:12](=[O:18])[O:13][C:14]([CH3:17])([CH3:16])[CH3:15])[CH3:10])[CH:6]=[CH:7][CH:8]=1.[C:21]([O:25][C:26]([N:28]([C:36]1[C:41]([C:42]#[CH:43])=[N:40][C:39]([C:44]2[CH:49]=[CH:48][C:47](=[O:50])[N:46]([CH:51]([CH:53]3[CH2:55][CH2:54]3)[CH3:52])[CH:45]=2)=[CH:38][N:37]=1)[C:29](=[O:35])[O:30][C:31]([CH3:34])([CH3:33])[CH3:32])=[O:27])([CH3:24])([CH3:23])[CH3:22].C(N(CC)CC)C. Product: [C:31]([O:30][C:29]([N:28]([C:36]1[C:41]([C:42]2[O:20][N:19]=[C:2]([C:3]3[CH:8]=[CH:7][CH:6]=[C:5]([CH:9]([NH:11][C:12]([O:13][C:14]([CH3:17])([CH3:16])[CH3:15])=[O:18])[CH3:10])[CH:4]=3)[CH:43]=2)=[N:40][C:39]([C:44]2[CH:49]=[CH:48][C:47](=[O:50])[N:46]([CH:51]([CH:53]3[CH2:54][CH2:55]3)[CH3:52])[CH:45]=2)=[CH:38][N:37]=1)[C:26](=[O:27])[O:25][C:21]([CH3:23])([CH3:24])[CH3:22])=[O:35])([CH3:32])([CH3:33])[CH3:34]. (2) Reactant: [CH3:1]S(O)(=O)=O.[F:6][C:7]1[C:12]([F:13])=[CH:11][CH:10]=[CH:9][C:8]=1[C@H:14]1[CH2:20][N:19]2[C:21]([C:24]([OH:27])([CH3:26])[CH3:25])=[CH:22][N:23]=[C:18]2[C@H:17]([NH:28]C(=O)OC(C)(C)C)[CH2:16][CH2:15]1. Product: [F:6][C:7]1[C:12]([F:13])=[CH:11][CH:10]=[CH:9][C:8]=1[C@H:14]1[CH2:20][N:19]2[C:21]([C:24]([O:27][CH3:1])([CH3:25])[CH3:26])=[CH:22][N:23]=[C:18]2[C@H:17]([NH2:28])[CH2:16][CH2:15]1. The catalyst class is: 5. (3) Product: [NH2:7][C:8]1[CH:13]=[CH:12][C:11]([NH:14][C:15](=[O:22])[C:16]2[CH:21]=[CH:20][CH:19]=[CH:18][CH:17]=2)=[CH:10][CH:9]=1. Reactant: C(OC(=O)[NH:7][C:8]1[CH:13]=[CH:12][C:11]([NH:14][C:15](=[O:22])[C:16]2[CH:21]=[CH:20][CH:19]=[CH:18][CH:17]=2)=[CH:10][CH:9]=1)(C)(C)C.C(O)(C(F)(F)F)=O.C(=O)([O-])[O-].[Na+].[Na+]. The catalyst class is: 34. (4) Reactant: [NH2:1][CH2:2][CH2:3][NH:4][CH2:5][CH2:6][NH:7][C:8]1[N:13]=[C:12]([O:14][CH2:15][C:16]([F:19])([F:18])[F:17])[N:11]=[C:10]([NH:20][C:21]2[CH:30]=[CH:29][C:24]([C:25]([O:27]C)=[O:26])=[CH:23][CH:22]=2)[N:9]=1.C(=O)([O-])[O-].[K+].[K+].Cl. Product: [NH2:1][CH2:2][CH2:3][NH:4][CH2:5][CH2:6][NH:7][C:8]1[N:13]=[C:12]([O:14][CH2:15][C:16]([F:18])([F:19])[F:17])[N:11]=[C:10]([NH:20][C:21]2[CH:22]=[CH:23][C:24]([C:25]([OH:27])=[O:26])=[CH:29][CH:30]=2)[N:9]=1. The catalyst class is: 95.